This data is from Full USPTO retrosynthesis dataset with 1.9M reactions from patents (1976-2016). The task is: Predict the reactants needed to synthesize the given product. (1) Given the product [CH3:1][O:2][C:3]1[N:8]=[CH:7][C:6]([NH:9][C:11]2[C:20]3[C:15](=[CH:16][CH:17]=[CH:18][CH:19]=3)[C:14]([C:21]3[CH:26]=[CH:25][CH:24]=[CH:23][CH:22]=3)=[N:13][N:12]=2)=[CH:5][CH:4]=1, predict the reactants needed to synthesize it. The reactants are: [CH3:1][O:2][C:3]1[N:8]=[CH:7][C:6]([NH2:9])=[CH:5][CH:4]=1.Cl[C:11]1[C:20]2[C:15](=[CH:16][CH:17]=[CH:18][CH:19]=2)[C:14]([C:21]2[CH:26]=[CH:25][CH:24]=[CH:23][CH:22]=2)=[N:13][N:12]=1. (2) Given the product [F:12][C:5]1[CH:6]=[CH:7][C:8]([C:10]([OH:14])=[O:11])=[CH:9][C:4]=1[C:3]([O:2][CH3:1])=[O:13], predict the reactants needed to synthesize it. The reactants are: [CH3:1][O:2][C:3](=[O:13])[C:4]1[CH:9]=[C:8]([CH:10]=[O:11])[CH:7]=[CH:6][C:5]=1[F:12].[OH:14]OS([O-])=O.[K+]. (3) Given the product [CH3:1][O:2][C:3]1[CH:4]=[CH:5][CH:6]=[C:7]2[C:15]=1[C:14]1[CH:13]=[C:12]([C:16](=[O:19])[CH3:26])[CH:11]=[CH:10][C:9]=1[N:8]2[CH2:23][CH2:24][CH3:25], predict the reactants needed to synthesize it. The reactants are: [CH3:1][O:2][C:3]1[C:15]2[C:14]3[C:9](=[CH:10][CH:11]=[CH:12][CH:13]=3)[NH:8][C:7]=2[CH:6]=[CH:5][CH:4]=1.[C:16](=[O:19])([O-])[O-].[Cs+].[Cs+].Br[CH2:23][CH2:24][CH3:25].[CH3:26]N(C)C=O. (4) The reactants are: [N+:1]([C:4]1[CH:20]=[CH:19][C:7]([O:8][C:9]2[CH:18]=[CH:17][CH:16]=[CH:15][C:10]=2[C:11]([O:13][CH3:14])=[O:12])=[CH:6][CH:5]=1)([O-])=O.O.[Cl-].[NH4+]. Given the product [NH2:1][C:4]1[CH:20]=[CH:19][C:7]([O:8][C:9]2[CH:18]=[CH:17][CH:16]=[CH:15][C:10]=2[C:11]([O:13][CH3:14])=[O:12])=[CH:6][CH:5]=1, predict the reactants needed to synthesize it.